Binary Classification. Given a miRNA mature sequence and a target amino acid sequence, predict their likelihood of interaction. From a dataset of Experimentally validated miRNA-target interactions with 360,000+ pairs, plus equal number of negative samples. (1) The protein sequence of the target gene is MGALVIRGIRNFNLENRAEREISKMKPSVAPRHPSTNSLLREQISLYPEVKGEIARKDEKLLSFLKDVYVDSKDPVSSLQVKAAETCQEPKEFRLPKDHHFDMINIKSIPKGKISIVEALTLLNNHKLFPETWTAEKIMQEYQLEQKDVNSLLKYFVTFEVEIFPPEDKKAIRSK. Result: 0 (no interaction). The miRNA is cel-miR-1824-5p with sequence UGGCAGUGUUUCUCCCCCAACUU. (2) The miRNA is ath-miR774a with sequence UUGGUUACCCAUAUGGCCAUC. The protein sequence of the target gene is MSLLYGLQSTRINRFLSGVNNLANRRQWTPPASCPLAPKLRAVNAYWGLNTVSHCHSVTLLPRNFLFCRTLNHKKSRCLSSAQSKELGVLTYRCTVRGDSVLRQGARKVAGVPALAASCSPSCPAVIEARSFRTSARVQAAPVPLLLLILKPVQKLLAIIVGRGIRKWWQALPPNKKELFKDSVRKNKWRLLLGLSAFGLLFVVFYFTHLEVSPVTGRSKLLLVGKEHFRLLSDLEYEVWMEEFKNDLLPERDPRYLTVKEMVYHLTQCNRDVPGISETNWVVHVVDSPAVNAFVLPNGQ.... Result: 0 (no interaction). (3) The miRNA is hsa-miR-617 with sequence AGACUUCCCAUUUGAAGGUGGC. The protein sequence of the target gene is MAEEEETAALTEKVIRTQRVFINLLDSYSSGNIGKFLSNCVVGASLEEITEEEEEEDENKSAMLEASSTKVKEGTFQIVGTLSKPDSPRPDFAVETYSAISREDLLMRLLECDVIIYNITESSQQMEEAIWAVSALSEEVSHFEKRKLFILLSTVMTWARSKALDPEDSEVPFTEEDYRRRKSHPNFLDHINAEKMVLKFGKKARKFAAYVVAAGLQYGAEGGMLHTFFKMAWLGEIPALPVFGDGTNVIPTIHVLDLAGVIQNVIDHVPKPHYLVAVDESVHTLEDIVKCISKNTGPGK.... Result: 0 (no interaction). (4) The miRNA is hsa-miR-5704 with sequence UUAGGCCAUCAUCCCAUUAUGC. The protein sequence of the target gene is MAAGQNGHEEWVGSAYLFVESSLDKVVLSDAYAHPQQKVAVYRALQAALAESGGSPDVLQMLKIHRSDPQLIVQLRFCGRQPCGRFLRAYREGALRAALQRSLAAALAQHSVPLQLELRAGAERLDALLADEERCLSCILAQQPDRLRDEELAELEDALRNLKCGSGARGGDGEVASAPLQPPVPSLSEVKPPPPPPPAQTFLFQGQPVVNRPLSLKDQQTFARSVGLKWRKVGRSLQRGCRALRDPALDSLAYEYEREGLYEQAFQLLRRFVQAEGRRATLQRLVEALEENELTSLAED.... Result: 1 (interaction).